This data is from NCI-60 drug combinations with 297,098 pairs across 59 cell lines. The task is: Regression. Given two drug SMILES strings and cell line genomic features, predict the synergy score measuring deviation from expected non-interaction effect. (1) Drug 1: CN1C(=O)N2C=NC(=C2N=N1)C(=O)N. Drug 2: COCCOC1=C(C=C2C(=C1)C(=NC=N2)NC3=CC=CC(=C3)C#C)OCCOC.Cl. Cell line: TK-10. Synergy scores: CSS=33.7, Synergy_ZIP=-3.37, Synergy_Bliss=0.512, Synergy_Loewe=-5.62, Synergy_HSA=2.28. (2) Drug 1: CC1=C(C(=CC=C1)Cl)NC(=O)C2=CN=C(S2)NC3=CC(=NC(=N3)C)N4CCN(CC4)CCO. Drug 2: N.N.Cl[Pt+2]Cl. Cell line: PC-3. Synergy scores: CSS=55.8, Synergy_ZIP=-3.77, Synergy_Bliss=-0.435, Synergy_Loewe=4.34, Synergy_HSA=5.37. (3) Drug 1: CNC(=O)C1=CC=CC=C1SC2=CC3=C(C=C2)C(=NN3)C=CC4=CC=CC=N4. Drug 2: C1=CC=C(C=C1)NC(=O)CCCCCCC(=O)NO. Cell line: SNB-75. Synergy scores: CSS=8.23, Synergy_ZIP=-2.82, Synergy_Bliss=-2.60, Synergy_Loewe=-2.12, Synergy_HSA=-1.11. (4) Drug 1: CC(CN1CC(=O)NC(=O)C1)N2CC(=O)NC(=O)C2. Drug 2: CCN(CC)CCNC(=O)C1=C(NC(=C1C)C=C2C3=C(C=CC(=C3)F)NC2=O)C. Cell line: HOP-62. Synergy scores: CSS=3.89, Synergy_ZIP=-2.34, Synergy_Bliss=1.26, Synergy_Loewe=-0.586, Synergy_HSA=-0.329. (5) Cell line: HCT-15. Drug 2: C1=NNC2=C1C(=O)NC=N2. Drug 1: CC1=C(N=C(N=C1N)C(CC(=O)N)NCC(C(=O)N)N)C(=O)NC(C(C2=CN=CN2)OC3C(C(C(C(O3)CO)O)O)OC4C(C(C(C(O4)CO)O)OC(=O)N)O)C(=O)NC(C)C(C(C)C(=O)NC(C(C)O)C(=O)NCCC5=NC(=CS5)C6=NC(=CS6)C(=O)NCCC[S+](C)C)O. Synergy scores: CSS=47.4, Synergy_ZIP=5.03, Synergy_Bliss=5.67, Synergy_Loewe=-36.0, Synergy_HSA=3.31. (6) Drug 1: CCC1(CC2CC(C3=C(CCN(C2)C1)C4=CC=CC=C4N3)(C5=C(C=C6C(=C5)C78CCN9C7C(C=CC9)(C(C(C8N6C=O)(C(=O)OC)O)OC(=O)C)CC)OC)C(=O)OC)O.OS(=O)(=O)O. Drug 2: CC1CCC2CC(C(=CC=CC=CC(CC(C(=O)C(C(C(=CC(C(=O)CC(OC(=O)C3CCCCN3C(=O)C(=O)C1(O2)O)C(C)CC4CCC(C(C4)OC)OCCO)C)C)O)OC)C)C)C)OC. Cell line: OVCAR3. Synergy scores: CSS=54.1, Synergy_ZIP=0.613, Synergy_Bliss=-2.88, Synergy_Loewe=-17.4, Synergy_HSA=-1.03. (7) Drug 1: CCC1(C2=C(COC1=O)C(=O)N3CC4=CC5=C(C=CC(=C5CN(C)C)O)N=C4C3=C2)O.Cl. Drug 2: CC1C(C(CC(O1)OC2CC(CC3=C2C(=C4C(=C3O)C(=O)C5=CC=CC=C5C4=O)O)(C(=O)C)O)N)O. Cell line: NCI-H226. Synergy scores: CSS=61.9, Synergy_ZIP=4.17, Synergy_Bliss=5.76, Synergy_Loewe=7.61, Synergy_HSA=9.01. (8) Drug 1: CC1=C(N=C(N=C1N)C(CC(=O)N)NCC(C(=O)N)N)C(=O)NC(C(C2=CN=CN2)OC3C(C(C(C(O3)CO)O)O)OC4C(C(C(C(O4)CO)O)OC(=O)N)O)C(=O)NC(C)C(C(C)C(=O)NC(C(C)O)C(=O)NCCC5=NC(=CS5)C6=NC(=CS6)C(=O)NCCC[S+](C)C)O. Drug 2: CC(C)(C#N)C1=CC(=CC(=C1)CN2C=NC=N2)C(C)(C)C#N. Cell line: HL-60(TB). Synergy scores: CSS=20.8, Synergy_ZIP=-1.88, Synergy_Bliss=-0.144, Synergy_Loewe=3.00, Synergy_HSA=3.63. (9) Drug 1: CCN(CC)CCCC(C)NC1=C2C=C(C=CC2=NC3=C1C=CC(=C3)Cl)OC. Drug 2: N.N.Cl[Pt+2]Cl. Cell line: SN12C. Synergy scores: CSS=21.0, Synergy_ZIP=-8.89, Synergy_Bliss=1.89, Synergy_Loewe=-7.22, Synergy_HSA=-0.171.